From a dataset of Reaction yield outcomes from USPTO patents with 853,638 reactions. Predict the reaction yield, written as a fraction of the theoretical maximum amount of product (1.0 means a 100% yield; for example, 0.34 means a 34% yield). The reactants are [Cl:1][C:2]1[N:3]=[CH:4][C:5]([C:8](Cl)=[O:9])=[N:6][CH:7]=1.Cl.[CH3:12][NH:13][CH3:14].C(N(CC)CC)C. The catalyst is ClCCl. The product is [Cl:1][C:2]1[N:3]=[CH:4][C:5]([C:8]([N:13]([CH3:14])[CH3:12])=[O:9])=[N:6][CH:7]=1. The yield is 0.850.